This data is from Full USPTO retrosynthesis dataset with 1.9M reactions from patents (1976-2016). The task is: Predict the reactants needed to synthesize the given product. Given the product [C:1]([O:5][C:6](=[O:7])[C:8]1[CH:9]=[CH:10][C:11]([N:14]([C:15]2[CH:23]=[CH:22][C:18]([C:19](=[O:21])[NH2:38])=[C:17]([O:24][CH3:25])[CH:16]=2)[CH2:26][C:27]2[S:31][CH:30]=[N:29][CH:28]=2)=[CH:12][CH:13]=1)([CH3:4])([CH3:3])[CH3:2], predict the reactants needed to synthesize it. The reactants are: [C:1]([O:5][C:6]([C:8]1[CH:13]=[CH:12][C:11]([N:14]([CH2:26][C:27]2[S:31][CH:30]=[N:29][CH:28]=2)[C:15]2[CH:23]=[CH:22][C:18]([C:19]([OH:21])=O)=[C:17]([O:24][CH3:25])[CH:16]=2)=[CH:10][CH:9]=1)=[O:7])([CH3:4])([CH3:3])[CH3:2].C(Cl)(=O)C(Cl)=O.[NH4+:38].[OH-].